From a dataset of Full USPTO retrosynthesis dataset with 1.9M reactions from patents (1976-2016). Predict the reactants needed to synthesize the given product. Given the product [Cl:1][C:2]1[N:7]=[CH:6][C:5]([CH2:8][NH:14][CH2:13][CH:12]([F:15])[F:11])=[CH:4][C:3]=1[F:10], predict the reactants needed to synthesize it. The reactants are: [Cl:1][C:2]1[N:7]=[CH:6][C:5]([CH2:8]Cl)=[CH:4][C:3]=1[F:10].[F:11][CH:12]([F:15])[CH2:13][NH2:14].C(N(CC)CC)C.